This data is from Peptide-MHC class I binding affinity with 185,985 pairs from IEDB/IMGT. The task is: Regression. Given a peptide amino acid sequence and an MHC pseudo amino acid sequence, predict their binding affinity value. This is MHC class I binding data. (1) The peptide sequence is VFCQVIKL. The MHC is H-2-Kb with pseudo-sequence H-2-Kb. The binding affinity (normalized) is 0.719. (2) The peptide sequence is IQAVFGFSL. The MHC is HLA-A03:01 with pseudo-sequence HLA-A03:01. The binding affinity (normalized) is 0.0847.